From a dataset of NCI-60 drug combinations with 297,098 pairs across 59 cell lines. Regression. Given two drug SMILES strings and cell line genomic features, predict the synergy score measuring deviation from expected non-interaction effect. (1) Drug 1: CNC(=O)C1=NC=CC(=C1)OC2=CC=C(C=C2)NC(=O)NC3=CC(=C(C=C3)Cl)C(F)(F)F. Drug 2: CC(C)CN1C=NC2=C1C3=CC=CC=C3N=C2N. Cell line: HCT116. Synergy scores: CSS=6.42, Synergy_ZIP=-4.00, Synergy_Bliss=-4.97, Synergy_Loewe=-1.73, Synergy_HSA=-2.00. (2) Synergy scores: CSS=23.6, Synergy_ZIP=6.11, Synergy_Bliss=12.0, Synergy_Loewe=2.83, Synergy_HSA=7.44. Cell line: OVCAR3. Drug 1: CC1=CC=C(C=C1)C2=CC(=NN2C3=CC=C(C=C3)S(=O)(=O)N)C(F)(F)F. Drug 2: CC1=C(C(=CC=C1)Cl)NC(=O)C2=CN=C(S2)NC3=CC(=NC(=N3)C)N4CCN(CC4)CCO. (3) Drug 1: CC1CCC2CC(C(=CC=CC=CC(CC(C(=O)C(C(C(=CC(C(=O)CC(OC(=O)C3CCCCN3C(=O)C(=O)C1(O2)O)C(C)CC4CCC(C(C4)OC)OCCO)C)C)O)OC)C)C)C)OC. Drug 2: C1=CC=C(C(=C1)C(C2=CC=C(C=C2)Cl)C(Cl)Cl)Cl. Cell line: T-47D. Synergy scores: CSS=16.3, Synergy_ZIP=-3.83, Synergy_Bliss=-6.09, Synergy_Loewe=-12.5, Synergy_HSA=-3.53. (4) Drug 1: C1=CC(=C2C(=C1NCCNCCO)C(=O)C3=C(C=CC(=C3C2=O)O)O)NCCNCCO. Drug 2: CC12CCC3C(C1CCC2OP(=O)(O)O)CCC4=C3C=CC(=C4)OC(=O)N(CCCl)CCCl.[Na+]. Cell line: M14. Synergy scores: CSS=1.69, Synergy_ZIP=-2.30, Synergy_Bliss=-8.28, Synergy_Loewe=-47.1, Synergy_HSA=-7.65. (5) Drug 1: CC=C1C(=O)NC(C(=O)OC2CC(=O)NC(C(=O)NC(CSSCCC=C2)C(=O)N1)C(C)C)C(C)C. Drug 2: CCC1(CC2CC(C3=C(CCN(C2)C1)C4=CC=CC=C4N3)(C5=C(C=C6C(=C5)C78CCN9C7C(C=CC9)(C(C(C8N6C)(C(=O)OC)O)OC(=O)C)CC)OC)C(=O)OC)O.OS(=O)(=O)O. Cell line: COLO 205. Synergy scores: CSS=21.4, Synergy_ZIP=-0.768, Synergy_Bliss=0.396, Synergy_Loewe=-14.0, Synergy_HSA=-1.82.